Predict the reactants needed to synthesize the given product. From a dataset of Full USPTO retrosynthesis dataset with 1.9M reactions from patents (1976-2016). The reactants are: [C:1]([C:3]1[C:8](=[O:9])[NH:7][C:6]2[S:10][CH:11]=[C:12]([C:13]3[CH:18]=[CH:17][C:16]([C:19]#[C:20][CH2:21][CH2:22][CH2:23][CH2:24][C:25]([OH:27])=O)=[CH:15][CH:14]=3)[C:5]=2[C:4]=1[OH:28])#[N:2].C1C=CC2N(O)N=NC=2C=1.CN(C(ON1N=NC2C=CC=CC1=2)=[N+](C)C)C.[B-](F)(F)(F)F.[CH3:61][CH2:62][N:63](CC)[CH2:64][CH3:65]. Given the product [CH2:62]([N:63]([CH2:64][CH3:65])[C:25](=[O:27])[CH2:24][CH2:23][CH2:22][CH2:21][C:20]#[C:19][C:16]1[CH:15]=[CH:14][C:13]([C:12]2[C:5]3[C:4]([OH:28])=[C:3]([C:1]#[N:2])[C:8](=[O:9])[NH:7][C:6]=3[S:10][CH:11]=2)=[CH:18][CH:17]=1)[CH3:61], predict the reactants needed to synthesize it.